From a dataset of Full USPTO retrosynthesis dataset with 1.9M reactions from patents (1976-2016). Predict the reactants needed to synthesize the given product. (1) Given the product [Cl:1][C:2]1[CH:3]=[CH:4][C:5]([C:8]2[S:16][C:31]3[C:30](=[O:32])[N:13]([CH2:18][C:19]([C:21]4[CH:22]=[CH:23][C:24]([CH2:27][N:28]([CH3:29])[C:42](=[O:41])[CH3:43])=[CH:25][CH:26]=4)=[O:20])[CH:12]=[N:11][C:10]=3[CH:9]=2)=[CH:6][CH:7]=1, predict the reactants needed to synthesize it. The reactants are: [Cl:1][C:2]1[CH:7]=[CH:6][C:5]([C:8]2[S:16]C3C(=O)[N:13]([CH2:18][C:19]([C:21]4[CH:26]=[CH:25][C:24]([CH2:27][NH:28][CH3:29])=[CH:23][CH:22]=4)=[O:20])[CH:12]=[N:11][C:10]=3[CH:9]=2)=[CH:4][CH:3]=1.[C:30](Cl)(=[O:32])[CH3:31].C(N(CC)CC)C.[O:41]1CC[CH2:43][CH2:42]1. (2) The reactants are: [NH:1]([C:21]([O:23][C:24]([CH3:27])([CH3:26])[CH3:25])=[O:22])[C@H:2]([C:18]([OH:20])=[O:19])[CH2:3][CH2:4][CH2:5][CH2:6][NH:7][C:8]([O:10][CH2:11][C:12]1[CH:17]=[CH:16][CH:15]=[CH:14][CH:13]=1)=[O:9].[CH3:28]I. Given the product [CH2:11]([O:10][C:8]([NH:7][CH2:6][CH2:5][CH2:4][CH2:3][C@H:2]([NH:1][C:21]([O:23][C:24]([CH3:27])([CH3:26])[CH3:25])=[O:22])[C:18]([O:20][CH3:28])=[O:19])=[O:9])[C:12]1[CH:17]=[CH:16][CH:15]=[CH:14][CH:13]=1, predict the reactants needed to synthesize it. (3) Given the product [F:19][C:16]1[CH:17]=[CH:18][C:13]([CH:7]2[C:6]([C:4]([OH:5])=[O:3])=[CH:11][NH:10][C:9](=[O:12])[NH:8]2)=[CH:14][CH:15]=1, predict the reactants needed to synthesize it. The reactants are: C([O:3][C:4]([C:6]1[CH:7]([C:13]2[CH:18]=[CH:17][C:16]([F:19])=[CH:15][CH:14]=2)[NH:8][C:9](=[O:12])[NH:10][CH:11]=1)=[O:5])C.[OH-].[Na+].Cl.